The task is: Predict the product of the given reaction.. This data is from Forward reaction prediction with 1.9M reactions from USPTO patents (1976-2016). (1) Given the reactants [C:1]([N:11]1[CH2:14][C:13]([CH3:30])([C:15]2[CH:20]=[CH:19][C:18]([N:21]3[CH2:25][C@@H:24]([CH2:26][NH2:27])[O:23][C:22]3=[O:28])=[CH:17][C:16]=2[F:29])[CH2:12]1)([O:3][CH2:4][C:5]1[CH:10]=[CH:9][CH:8]=[CH:7][CH:6]=1)=[O:2].N1C=CC=CC=1.[C:37](OC(=O)C)(=[O:39])[CH3:38], predict the reaction product. The product is: [F:29][C:16]1[CH:17]=[C:18]([N:21]2[CH2:25][C@H:24]([CH2:26][NH:27][C:37](=[O:39])[CH3:38])[O:23][C:22]2=[O:28])[CH:19]=[CH:20][C:15]=1[C:13]1([CH3:30])[CH2:14][N:11]([C:1]([O:3][CH2:4][C:5]2[CH:10]=[CH:9][CH:8]=[CH:7][CH:6]=2)=[O:2])[CH2:12]1. (2) Given the reactants C(O)(C(F)(F)F)=O.[Cl:8][C:9]1[C:10]([F:46])=[C:11]([NH:15][C:16]2[C:25]3[C:20](=[CH:21][C:22]([O:44][CH3:45])=[C:23]([O:26][C@H:27]4[CH2:32][CH2:31][N:30](C(OC(C)(C)C)=O)[C@H:29]([C:40]([NH:42][CH3:43])=[O:41])[CH2:28]4)[CH:24]=3)[N:19]=[CH:18][N:17]=2)[CH:12]=[CH:13][CH:14]=1, predict the reaction product. The product is: [Cl:8][C:9]1[C:10]([F:46])=[C:11]([NH:15][C:16]2[C:25]3[C:20](=[CH:21][C:22]([O:44][CH3:45])=[C:23]([O:26][C@H:27]4[CH2:32][CH2:31][NH:30][C@H:29]([C:40]([NH:42][CH3:43])=[O:41])[CH2:28]4)[CH:24]=3)[N:19]=[CH:18][N:17]=2)[CH:12]=[CH:13][CH:14]=1.